Dataset: Reaction yield outcomes from USPTO patents with 853,638 reactions. Task: Predict the reaction yield, written as a fraction of the theoretical maximum amount of product (1.0 means a 100% yield; for example, 0.34 means a 34% yield). (1) The reactants are [NH2:1][C:2](=[O:17])[CH2:3][CH:4]1[CH2:9][CH2:8][N:7]([C:10]([O:12][C:13]([CH3:16])([CH3:15])[CH3:14])=[O:11])[CH2:6][CH2:5]1.N[C:19]1[CH:24]=[CH:23][C:22]([C:25]2[C:33]3[C:28](=[CH:29][C:30]([F:34])=[CH:31][CH:32]=3)[N:27]([S:35]([C:38]3[CH:43]=[CH:42][CH:41]=[CH:40][CH:39]=3)(=[O:37])=[O:36])[CH:26]=2)=[CH:21][C:20]=1O. The catalyst is C(Cl)Cl. The product is [F:34][C:30]1[CH:29]=[C:28]2[C:33]([C:25]([C:22]3[CH:21]=[CH:20][C:19]4[N:1]=[C:2]([CH2:3][CH:4]5[CH2:9][CH2:8][N:7]([C:10]([O:12][C:13]([CH3:14])([CH3:16])[CH3:15])=[O:11])[CH2:6][CH2:5]5)[O:17][C:24]=4[CH:23]=3)=[CH:26][N:27]2[S:35]([C:38]2[CH:43]=[CH:42][CH:41]=[CH:40][CH:39]=2)(=[O:36])=[O:37])=[CH:32][CH:31]=1. The yield is 0.280. (2) The reactants are Cl[C:2]1[CH:7]=[CH:6][C:5]([Cl:8])=[CH:4][C:3]=1[S:9][CH2:10][C:11]([OH:13])=[O:12].[Cl:14]C1C=C(S)C=CC=1Cl.[OH-].[K+].BrCC(OCC)=O. The catalyst is O.C(O)C. The product is [Cl:8][C:5]1[CH:4]=[C:3]([S:9][CH2:10][C:11]([OH:13])=[O:12])[CH:2]=[CH:7][C:6]=1[Cl:14]. The yield is 0.830. (3) The yield is 0.900. The product is [Br:1][C:2]1[CH:11]=[CH:10][C:5]([C:6]([O:8][CH3:9])=[O:7])=[C:4]([CH2:12][Br:13])[CH:3]=1. The reactants are [Br:1][C:2]1[CH:11]=[CH:10][C:5]([C:6]([O:8][CH3:9])=[O:7])=[C:4]([CH3:12])[CH:3]=1.[Br:13]N1C(=O)CCC1=O. The catalyst is C(Cl)(Cl)(Cl)Cl.C(OOC(=O)C1C=CC=CC=1)(=O)C1C=CC=CC=1. (4) The catalyst is CCO. The product is [N:14]1[CH:15]=[CH:16][CH:17]=[CH:18][C:13]=1[C:8]1[NH:9][C:10]2[C:6]([CH:7]=1)=[CH:5][C:4]([NH2:1])=[CH:12][CH:11]=2. The reactants are [N+:1]([C:4]1[CH:5]=[C:6]2[C:10](=[CH:11][CH:12]=1)[NH:9][C:8]([C:13]1[CH:18]=[CH:17][CH:16]=[CH:15][N:14]=1)=[CH:7]2)([O-])=O.Cl[Sn]Cl.O. The yield is 0.200. (5) The reactants are [CH3:1][C:2]1([CH3:11])[C:10]2[C:5](=[CH:6][CH:7]=[CH:8][CH:9]=2)[NH:4][CH2:3]1.F[C:13]1[CH:18]=[CH:17][CH:16]=[CH:15][C:14]=1[N+:19]([O-:21])=[O:20]. The catalyst is C(Cl)Cl. The product is [CH3:1][C:2]1([CH3:11])[C:10]2[C:5](=[CH:6][CH:7]=[CH:8][CH:9]=2)[N:4]([C:13]2[CH:18]=[CH:17][CH:16]=[CH:15][C:14]=2[N+:19]([O-:21])=[O:20])[CH2:3]1. The yield is 0.950.